This data is from Full USPTO retrosynthesis dataset with 1.9M reactions from patents (1976-2016). The task is: Predict the reactants needed to synthesize the given product. (1) Given the product [CH2:10]([C@H:17]1[CH2:18][N:19]([C:23]2[CH:28]=[CH:27][C:26]([O:29][CH3:30])=[C:25]([O:31][CH:32]([F:34])[F:33])[CH:24]=2)[CH2:20][CH2:21][N:22]1[C:7](=[O:9])[CH2:6][C:4]1[N:3]=[CH:2][NH:1][CH:5]=1)[C:11]1[CH:12]=[CH:13][CH:14]=[CH:15][CH:16]=1, predict the reactants needed to synthesize it. The reactants are: [NH:1]1[CH:5]=[C:4]([CH2:6][C:7]([OH:9])=O)[N:3]=[CH:2]1.[CH2:10]([C@@H:17]1[NH:22][CH2:21][CH2:20][N:19]([C:23]2[CH:28]=[CH:27][C:26]([O:29][CH3:30])=[C:25]([O:31][CH:32]([F:34])[F:33])[CH:24]=2)[CH2:18]1)[C:11]1[CH:16]=[CH:15][CH:14]=[CH:13][CH:12]=1. (2) Given the product [N:1]([C@@H:4]1[C@@H:9]([NH:10][C:11]([O:13][C:14]([CH3:17])([CH3:15])[CH3:16])=[O:12])[CH2:8][CH2:7][C@@H:6]([C:18]([OH:20])=[O:19])[CH2:5]1)=[N+:2]=[N-:3], predict the reactants needed to synthesize it. The reactants are: [N:1]([C@@H:4]1[C@@H:9]([NH:10][C:11]([O:13][C:14]([CH3:17])([CH3:16])[CH3:15])=[O:12])[CH2:8][CH2:7][C@@H:6]([C:18]([O:20]CC2C=CC=CC=2)=[O:19])[CH2:5]1)=[N+:2]=[N-:3].[OH-].[Li+]. (3) Given the product [Br:1][C:2]1[CH:3]=[C:4]2[C:9](=[C:10]([OH:12])[CH:11]=1)[N:8]=[C:7]([C:14]1[CH:15]=[N:16][CH:17]=[CH:18][CH:19]=1)[N:6]=[C:5]2[NH:20][CH3:21], predict the reactants needed to synthesize it. The reactants are: [Br:1][C:2]1[CH:3]=[C:4]2[C:9](=[C:10]([O:12]C)[CH:11]=1)[N:8]=[C:7]([C:14]1[CH:15]=[N:16][CH:17]=[CH:18][CH:19]=1)[N:6]=[C:5]2[NH:20][CH3:21].B(Br)(Br)Br. (4) Given the product [CH:15]([C:12]1[CH:11]=[CH:10][C:9]([CH:6]2[C:5]3[C:18]([CH3:28])=[C:19]([NH:20][C:21](=[O:27])[CH2:22][C:23]([CH3:24])([CH3:25])[CH3:26])[C:2]([O:38][CH3:36])=[C:3]([CH3:29])[C:4]=3[O:8][CH2:7]2)=[CH:14][CH:13]=1)([CH3:17])[CH3:16], predict the reactants needed to synthesize it. The reactants are: Br[C:2]1[C:19]([NH:20][C:21](=[O:27])[CH2:22][C:23]([CH3:26])([CH3:25])[CH3:24])=[C:18]([CH3:28])[C:5]2[CH:6]([C:9]3[CH:14]=[CH:13][C:12]([CH:15]([CH3:17])[CH3:16])=[CH:11][CH:10]=3)[CH2:7][O:8][C:4]=2[C:3]=1[CH3:29].CCCCCC.[C:36](OCC)(=[O:38])C.